Dataset: Peptide-MHC class I binding affinity with 185,985 pairs from IEDB/IMGT. Task: Regression. Given a peptide amino acid sequence and an MHC pseudo amino acid sequence, predict their binding affinity value. This is MHC class I binding data. The peptide sequence is REEELRKRLRL. The MHC is H-2-Kk with pseudo-sequence H-2-Kk. The binding affinity (normalized) is 0.325.